Dataset: Catalyst prediction with 721,799 reactions and 888 catalyst types from USPTO. Task: Predict which catalyst facilitates the given reaction. Reactant: F[C:2]1[CH:7]=[CH:6][CH:5]=[C:4]([C:8]([F:11])([F:10])[F:9])[C:3]=1[C:12]1[CH:13]=[CH:14][C:15]2[C:20]([NH:21][CH3:22])=[N:19][C:18]([NH2:23])=[N:17][C:16]=2[N:24]=1.[NH:25]1[CH2:30][CH2:29][CH2:28][CH2:27][CH2:26]1.C(=O)([O-])[O-].[K+].[K+]. Product: [CH3:22][NH:21][C:20]1[C:15]2[CH:14]=[CH:13][C:12]([C:3]3[C:4]([C:8]([F:11])([F:10])[F:9])=[CH:5][CH:6]=[CH:7][C:2]=3[N:25]3[CH2:30][CH2:29][CH2:28][CH2:27][CH2:26]3)=[N:24][C:16]=2[N:17]=[C:18]([NH2:23])[N:19]=1. The catalyst class is: 637.